Dataset: Catalyst prediction with 721,799 reactions and 888 catalyst types from USPTO. Task: Predict which catalyst facilitates the given reaction. (1) Reactant: [CH3:1][NH:2][S:3]([C:6]1[CH:7]=[C:8]2[C:12](=[CH:13][CH:14]=1)[NH:11][C:10](=[O:15])[CH2:9]2)(=[O:5])=[O:4].[CH3:16][O:17][C:18]1[CH:26]=[CH:25][CH:24]=[C:23]2[C:19]=1[CH:20]=[C:21]([CH:27]=O)[NH:22]2.N1CCCCC1. Product: [CH3:1][NH:2][S:3]([C:6]1[CH:7]=[C:8]2[C:12](=[CH:13][CH:14]=1)[NH:11][C:10](=[O:15])[C:9]2=[CH:27][C:21]1[NH:22][C:23]2[C:19]([CH:20]=1)=[C:18]([O:17][CH3:16])[CH:26]=[CH:25][CH:24]=2)(=[O:5])=[O:4]. The catalyst class is: 8. (2) Product: [NH2:13][C:4]1[C:5]([Cl:12])=[C:6]([CH:11]=[C:2]([Br:1])[CH:3]=1)[C:7]([O:9][CH3:10])=[O:8]. Reactant: [Br:1][C:2]1[CH:3]=[C:4]([N+:13]([O-])=O)[C:5]([Cl:12])=[C:6]([CH:11]=1)[C:7]([O:9][CH3:10])=[O:8].[Cl-].[NH4+]. The catalyst class is: 190. (3) Reactant: [H-].[Na+].C(=[C:6]([CH:8]([CH2:10][OH:11])[OH:9])[OH:7])(C)C.Br[CH2:13][C:14]1[C:19]([Cl:20])=[CH:18][C:17]([O:21][CH2:22][CH:23]=[C:24]([Cl:26])[Cl:25])=[CH:16][C:15]=1[Cl:27].[Cl-].[Na+].O1C[CH2:33][CH2:32][CH2:31]1. Product: [Cl:27][C:15]1[CH:16]=[C:17]([O:21][CH2:22][CH:23]=[C:24]([Cl:26])[Cl:25])[CH:18]=[C:19]([Cl:20])[C:14]=1[CH2:13][O:11][CH2:10][CH:8]1[CH2:6][O:7][C:32]([CH3:33])([CH3:31])[O:9]1. The catalyst class is: 6. (4) Reactant: O.[NH2:2][NH2:3].[Br:4][C:5]1[CH:22]=[N:21][C:8]2=[N:9][C:10]([N:14]3[CH2:19][CH2:18][N:17]([CH3:20])[CH2:16][CH2:15]3)=[C:11](Cl)[N:12]=[C:7]2[C:6]=1[CH3:23]. Product: [Br:4][C:5]1[CH:22]=[N:21][C:8]2=[N:9][C:10]([N:14]3[CH2:19][CH2:18][N:17]([CH3:20])[CH2:16][CH2:15]3)=[C:11]([NH:2][NH2:3])[N:12]=[C:7]2[C:6]=1[CH3:23]. The catalyst class is: 14. (5) Reactant: [F:1][C:2]1[CH:7]=[CH:6][C:5]([NH:8][C:9]([C:11]2[C:15]3[CH:16]=[CH:17][C:18]([O:20]C)=[CH:19][C:14]=3[S:13][N:12]=2)=[O:10])=[CH:4][C:3]=1[C:22]([F:25])([F:24])[F:23].B(Br)(Br)Br.O.CCOC(C)=O. Product: [F:1][C:2]1[CH:7]=[CH:6][C:5]([NH:8][C:9]([C:11]2[C:15]3[CH:16]=[CH:17][C:18]([OH:20])=[CH:19][C:14]=3[S:13][N:12]=2)=[O:10])=[CH:4][C:3]=1[C:22]([F:24])([F:23])[F:25]. The catalyst class is: 2. (6) Reactant: [CH2:1]([N:3]([CH2:13][CH3:14])[C:4]1[CH:12]=[CH:11][C:7]([C:8](=[S:10])[NH2:9])=[CH:6][CH:5]=1)[CH3:2].Br[CH2:16][CH:17](OC)OC.C1(C)C=CC(S(O)(=O)=O)=CC=1. Product: [CH2:13]([N:3]([CH2:1][CH3:2])[C:4]1[CH:12]=[CH:11][C:7]([C:8]2[S:10][CH:16]=[CH:17][N:9]=2)=[CH:6][CH:5]=1)[CH3:14]. The catalyst class is: 14. (7) Reactant: [Cl:1][C:2]1[CH:9]=[C:8]([N:10]2[C:14]([CH3:15])=[C:13]([OH:16])[C:12]([CH3:17])=[N:11]2)[CH:7]=[CH:6][C:3]=1[C:4]#[N:5].Br[CH2:19][C:20]1[CH:27]=[CH:26][C:23]([C:24]#[N:25])=[CH:22][CH:21]=1.C(=O)([O-])[O-].[K+].[K+].[Cl-].[NH4+]. Product: [Cl:1][C:2]1[CH:9]=[C:8]([N:10]2[C:14]([CH3:15])=[C:13]([O:16][CH2:19][C:20]3[CH:27]=[CH:26][C:23]([C:24]#[N:25])=[CH:22][CH:21]=3)[C:12]([CH3:17])=[N:11]2)[CH:7]=[CH:6][C:3]=1[C:4]#[N:5]. The catalyst class is: 3. (8) Reactant: Br[C:2]1[S:3][N:4]=[C:5]2[CH:10]=[C:9]([Br:11])[CH:8]=[N:7][C:6]=12.[NH2:12][C:13]1[CH:18]=[CH:17][O:16][CH2:15][CH:14]=1. Product: [Br:11][C:9]1[CH:8]=[N:7][C:6]2=[C:2]([NH:12][CH:13]3[CH2:18][CH2:17][O:16][CH2:15][CH2:14]3)[S:3][N:4]=[C:5]2[CH:10]=1. The catalyst class is: 14. (9) Reactant: [OH:1][C:2]1[CH:3]=[C:4]2[C:9](=[CH:10][CH:11]=1)[NH:8][C:7]([C:12]([OH:14])=O)=[CH:6][C:5]2=[O:15].[C:16]1([CH3:29])[CH:21]=[CH:20][C:19]([O:22][CH:23]2[CH2:28][CH2:27][NH:26][CH2:25][CH2:24]2)=[CH:18][CH:17]=1. Product: [OH:1][C:2]1[CH:3]=[C:4]2[C:9](=[CH:10][CH:11]=1)[NH:8][C:7]([C:12]([N:26]1[CH2:27][CH2:28][CH:23]([O:22][C:19]3[CH:20]=[CH:21][C:16]([CH3:29])=[CH:17][CH:18]=3)[CH2:24][CH2:25]1)=[O:14])=[CH:6][C:5]2=[O:15]. The catalyst class is: 27. (10) Reactant: [O:1]1[CH:6]=[CH:5][CH2:4][CH2:3][CH2:2]1.[C:7]([O:11][C:12]([N:14]([CH2:18][C:19]([OH:21])=[O:20])[CH2:15][CH2:16][OH:17])=[O:13])([CH3:10])([CH3:9])[CH3:8]. The catalyst class is: 4. Product: [C:7]([O:11][C:12]([N:14]([CH2:18][C:19]([OH:21])=[O:20])[CH2:15][CH2:16][O:17][CH:6]1[CH2:5][CH2:4][CH2:3][CH2:2][O:1]1)=[O:13])([CH3:10])([CH3:8])[CH3:9].